Dataset: NCI-60 drug combinations with 297,098 pairs across 59 cell lines. Task: Regression. Given two drug SMILES strings and cell line genomic features, predict the synergy score measuring deviation from expected non-interaction effect. (1) Drug 1: CS(=O)(=O)C1=CC(=C(C=C1)C(=O)NC2=CC(=C(C=C2)Cl)C3=CC=CC=N3)Cl. Drug 2: C1=C(C(=O)NC(=O)N1)F. Cell line: NCI-H522. Synergy scores: CSS=16.7, Synergy_ZIP=-8.60, Synergy_Bliss=-6.62, Synergy_Loewe=-12.0, Synergy_HSA=-6.74. (2) Drug 1: COC1=C(C=C2C(=C1)N=CN=C2NC3=CC(=C(C=C3)F)Cl)OCCCN4CCOCC4. Drug 2: CN(CCCl)CCCl.Cl. Cell line: SK-MEL-28. Synergy scores: CSS=6.79, Synergy_ZIP=-1.50, Synergy_Bliss=1.86, Synergy_Loewe=-3.01, Synergy_HSA=-3.29. (3) Drug 1: CS(=O)(=O)OCCCCOS(=O)(=O)C. Drug 2: C1CC(=O)NC(=O)C1N2C(=O)C3=CC=CC=C3C2=O. Cell line: NCI-H226. Synergy scores: CSS=-0.903, Synergy_ZIP=3.59, Synergy_Bliss=6.31, Synergy_Loewe=-0.327, Synergy_HSA=-0.328. (4) Drug 1: C1=CC=C(C=C1)NC(=O)CCCCCCC(=O)NO. Drug 2: C(=O)(N)NO. Cell line: NCI-H460. Synergy scores: CSS=22.6, Synergy_ZIP=-6.96, Synergy_Bliss=-0.0764, Synergy_Loewe=-29.4, Synergy_HSA=-0.759. (5) Drug 2: C1=NNC2=C1C(=O)NC=N2. Drug 1: CC1=C(C(CCC1)(C)C)C=CC(=CC=CC(=CC(=O)O)C)C. Cell line: MDA-MB-231. Synergy scores: CSS=0.170, Synergy_ZIP=0.701, Synergy_Bliss=1.05, Synergy_Loewe=-1.77, Synergy_HSA=-1.43.